This data is from Catalyst prediction with 721,799 reactions and 888 catalyst types from USPTO. The task is: Predict which catalyst facilitates the given reaction. (1) Reactant: [NH:1]1[CH2:4][CH2:3][CH2:2]1.C(N(CC)CC)C.[C:12]([O:15][CH2:16][C:17](Cl)=[O:18])(=[O:14])[CH3:13]. Product: [C:12]([O:15][CH2:16][C:17]([N:1]1[CH2:4][CH2:3][CH2:2]1)=[O:18])(=[O:14])[CH3:13]. The catalyst class is: 4. (2) Reactant: [H-].[H-].[H-].[H-].[Li+].[Al+3].[CH:7]1[C:16]2[CH2:15][CH2:14][CH2:13][CH2:12][C:11]=2[CH:10]=[CH:9][C:8]=1[C:17](O)=[O:18].O.[OH-].[K+]. Product: [CH2:12]1[C:11]2[C:16](=[CH:7][C:8]([CH2:17][OH:18])=[CH:9][CH:10]=2)[CH2:15][CH2:14][CH2:13]1. The catalyst class is: 1. (3) Reactant: [Br:1][C:2]1[CH:3]=[N:4][C:5](Cl)=[N:6][CH:7]=1.[OH:9][CH:10]1[CH2:15][CH2:14][NH:13][CH2:12][CH2:11]1.C(N(CC)C(C)C)(C)C. Product: [Br:1][C:2]1[CH:3]=[N:4][C:5]([N:13]2[CH2:14][CH2:15][CH:10]([OH:9])[CH2:11][CH2:12]2)=[N:6][CH:7]=1. The catalyst class is: 41. (4) Reactant: Br[C:2]1[CH:7]=[CH:6][C:5]([OH:8])=[C:4]([C:9]([CH3:12])([CH3:11])[CH3:10])[CH:3]=1.[B:13]1([B:13]2[O:17][C:16]([CH3:19])([CH3:18])[C:15]([CH3:21])([CH3:20])[O:14]2)[O:17][C:16]([CH3:19])([CH3:18])[C:15]([CH3:21])([CH3:20])[O:14]1.CC([O-])=O.[K+]. Product: [C:9]([C:4]1[CH:3]=[C:2]([B:13]2[O:17][C:16]([CH3:19])([CH3:18])[C:15]([CH3:21])([CH3:20])[O:14]2)[CH:7]=[CH:6][C:5]=1[OH:8])([CH3:12])([CH3:11])[CH3:10]. The catalyst class is: 75. (5) Reactant: [H-].[Na+].F[C:4]1[C:13]2[C:8](=[CH:9][C:10]([C@H]3CC[C@H](CCC)CC3)=[CH:11][CH:12]=2)[CH:7]=[CH:6][C:5]=1O.Br[C:25]1[CH:26]=[C:27]2[C:32](=[CH:33][CH:34]=1)C=C(OC)C=C2.[Mg].C(C1CCC=CC1)CC. Product: [C:4]1([C:25]2[CH2:26][CH2:27][CH2:32][CH2:33][CH:34]=2)[C:13]2[C:8](=[CH:9][CH:10]=[CH:11][CH:12]=2)[CH:7]=[CH:6][CH:5]=1. The catalyst class is: 7. (6) Product: [C:25]([C:7]1[CH:8]=[C:9]2[C:14](=[CH:15][CH:16]=1)[CH:13]1[CH:17]([C:18]([O:20][CH2:21][CH3:22])=[O:19])[CH:12]1[CH2:11][CH2:10]2)#[N:26]. The catalyst class is: 380. Reactant: FC(F)(F)S(O[C:7]1[CH:8]=[C:9]2[C:14](=[CH:15][CH:16]=1)[CH:13]1[CH:17]([C:18]([O:20][CH2:21][CH3:22])=[O:19])[CH:12]1[CH2:11][CH2:10]2)(=O)=O.[CH3:25][N:26](C=O)C. (7) Reactant: [CH:1]1([C:4]2[S:43][C:7]3[N:8]([CH2:24][C:25]4[CH:30]=[CH:29][C:28]([C:31]5[CH:36]=[CH:35][CH:34]=[CH:33][C:32]=5[C:37]5[NH:41][C:40](=[O:42])[O:39][N:38]=5)=[CH:27][CH:26]=4)[C:9](=[O:23])[N:10]([CH2:13][C:14]([C:16]4[CH:21]=[CH:20][C:19]([F:22])=[CH:18][CH:17]=4)=[O:15])[C:11](=[O:12])[C:6]=3[CH:5]=2)[CH2:3][CH2:2]1.O1CCCC1.[BH4-].[Na+]. Product: [CH:1]1([C:4]2[S:43][C:7]3[N:8]([CH2:24][C:25]4[CH:30]=[CH:29][C:28]([C:31]5[CH:36]=[CH:35][CH:34]=[CH:33][C:32]=5[C:37]5[NH:41][C:40](=[O:42])[O:39][N:38]=5)=[CH:27][CH:26]=4)[C:9](=[O:23])[N:10]([CH2:13][CH:14]([C:16]4[CH:21]=[CH:20][C:19]([F:22])=[CH:18][CH:17]=4)[OH:15])[C:11](=[O:12])[C:6]=3[CH:5]=2)[CH2:2][CH2:3]1. The catalyst class is: 5. (8) Reactant: [CH3:1][C:2]1[C:10]2[CH2:9][O:8][C:7](=[O:11])[C:6]=2[CH:5]=[CH:4][C:3]=1[C@@H:12]1[CH2:14][O:13]1.[CH2:15]1[C:19]2([CH2:24][NH:23][CH2:22][CH2:21][N:20]2[C:25]([O:27][C:28]([CH3:31])([CH3:30])[CH3:29])=[O:26])[CH2:18][CH2:17][CH2:16]1. Product: [OH:13][C@H:12]([C:3]1[CH:4]=[CH:5][C:6]2[C:7](=[O:11])[O:8][CH2:9][C:10]=2[C:2]=1[CH3:1])[CH2:14][N:23]1[CH2:24][C:19]2([CH2:18][CH2:17][CH2:16][CH2:15]2)[N:20]([C:25]([O:27][C:28]([CH3:31])([CH3:30])[CH3:29])=[O:26])[CH2:21][CH2:22]1. The catalyst class is: 8. (9) Reactant: CO.[Na].Cl.[NH2:5][C:6]([NH2:8])=[NH:7].Cl[C:10]([C:12]1[C:20]2[C:15](=[N:16][CH:17]=[CH:18][CH:19]=2)[N:14]([C:21]2[C:22]3[CH:29]=[CH:28][N:27]([CH3:30])[C:23]=3[N:24]=[CH:25][N:26]=2)[CH:13]=1)=[O:11]. The catalyst class is: 4. Product: [CH3:30][N:27]1[C:23]2[N:24]=[CH:25][N:26]=[C:21]([N:14]3[C:15]4=[N:16][CH:17]=[CH:18][CH:19]=[C:20]4[C:12]([C:10]([NH:7][C:6]([NH2:8])=[NH:5])=[O:11])=[CH:13]3)[C:22]=2[CH:29]=[CH:28]1. (10) Reactant: C1(P(C2C=CC=CC=2)C2C=CC=CC=2)C=CC=CC=1.CC[O:22]C(/N=N/C(OCC)=O)=O.C([O:34][C:35](=[O:53])[CH:36]([O:51][CH3:52])[CH2:37][C:38]1[CH:43]=[CH:42][C:41]([C:44]#[C:45][CH2:46][CH2:47][CH2:48][CH2:49][OH:50])=[CH:40][CH:39]=1)C.[C:54]1([C:60]2[CH:65]=[CH:64][C:63](O)=[CH:62][CH:61]=2)[CH:59]=[CH:58][CH:57]=[CH:56][CH:55]=1. Product: [C:60]1([C:54]2[CH:55]=[CH:56][CH:57]=[CH:58][CH:59]=2)[CH:61]=[CH:62][C:63]([O:50][CH2:49][CH2:48][CH2:47][CH2:46][CH2:45][C:44]([C:41]2[CH:40]=[CH:39][C:38]([CH2:37][C@H:36]([O:51][CH3:52])[C:35]([OH:34])=[O:53])=[CH:43][CH:42]=2)=[O:22])=[CH:64][CH:65]=1. The catalyst class is: 1.